Dataset: NCI-60 drug combinations with 297,098 pairs across 59 cell lines. Task: Regression. Given two drug SMILES strings and cell line genomic features, predict the synergy score measuring deviation from expected non-interaction effect. (1) Drug 1: C1=CC(=CC=C1CC(C(=O)O)N)N(CCCl)CCCl.Cl. Drug 2: C1=CC(=CC=C1CCCC(=O)O)N(CCCl)CCCl. Cell line: NCI-H226. Synergy scores: CSS=5.05, Synergy_ZIP=-5.08, Synergy_Bliss=-0.264, Synergy_Loewe=-2.87, Synergy_HSA=-0.522. (2) Drug 1: C1=CC(=CC=C1CC(C(=O)O)N)N(CCCl)CCCl.Cl. Drug 2: C1C(C(OC1N2C=NC(=NC2=O)N)CO)O. Cell line: SF-295. Synergy scores: CSS=12.4, Synergy_ZIP=-6.17, Synergy_Bliss=-2.04, Synergy_Loewe=-1.93, Synergy_HSA=-0.389. (3) Drug 1: CCN(CC)CCNC(=O)C1=C(NC(=C1C)C=C2C3=C(C=CC(=C3)F)NC2=O)C. Drug 2: CC1=C(N=C(N=C1N)C(CC(=O)N)NCC(C(=O)N)N)C(=O)NC(C(C2=CN=CN2)OC3C(C(C(C(O3)CO)O)O)OC4C(C(C(C(O4)CO)O)OC(=O)N)O)C(=O)NC(C)C(C(C)C(=O)NC(C(C)O)C(=O)NCCC5=NC(=CS5)C6=NC(=CS6)C(=O)NCCC[S+](C)C)O. Cell line: OVCAR-8. Synergy scores: CSS=34.0, Synergy_ZIP=-3.74, Synergy_Bliss=0.479, Synergy_Loewe=-8.78, Synergy_HSA=3.22. (4) Drug 1: CC1C(C(CC(O1)OC2CC(CC3=C2C(=C4C(=C3O)C(=O)C5=C(C4=O)C(=CC=C5)OC)O)(C(=O)C)O)N)O.Cl. Drug 2: COC1=C2C(=CC3=C1OC=C3)C=CC(=O)O2. Cell line: SF-539. Synergy scores: CSS=27.0, Synergy_ZIP=10.3, Synergy_Bliss=10.8, Synergy_Loewe=-32.6, Synergy_HSA=2.40. (5) Drug 1: CC(C)NC(=O)C1=CC=C(C=C1)CNNC.Cl. Drug 2: COCCOC1=C(C=C2C(=C1)C(=NC=N2)NC3=CC=CC(=C3)C#C)OCCOC.Cl. Cell line: RPMI-8226. Synergy scores: CSS=-1.81, Synergy_ZIP=1.90, Synergy_Bliss=2.58, Synergy_Loewe=-10.8, Synergy_HSA=-6.28. (6) Drug 1: CN1CCC(CC1)COC2=C(C=C3C(=C2)N=CN=C3NC4=C(C=C(C=C4)Br)F)OC. Drug 2: B(C(CC(C)C)NC(=O)C(CC1=CC=CC=C1)NC(=O)C2=NC=CN=C2)(O)O. Cell line: SK-MEL-5. Synergy scores: CSS=-6.17, Synergy_ZIP=4.46, Synergy_Bliss=1.68, Synergy_Loewe=-2.94, Synergy_HSA=-3.64. (7) Drug 1: CN1C2=C(C=C(C=C2)N(CCCl)CCCl)N=C1CCCC(=O)O.Cl. Drug 2: CCC1(C2=C(COC1=O)C(=O)N3CC4=CC5=C(C=CC(=C5CN(C)C)O)N=C4C3=C2)O.Cl. Cell line: SK-OV-3. Synergy scores: CSS=32.6, Synergy_ZIP=3.04, Synergy_Bliss=6.20, Synergy_Loewe=-18.8, Synergy_HSA=4.44.